Dataset: Peptide-MHC class II binding affinity with 134,281 pairs from IEDB. Task: Regression. Given a peptide amino acid sequence and an MHC pseudo amino acid sequence, predict their binding affinity value. This is MHC class II binding data. (1) The peptide sequence is VSGAAVVSGFVVASL. The MHC is DRB1_0405 with pseudo-sequence DRB1_0405. The binding affinity (normalized) is 0.319. (2) The peptide sequence is DREVVANVIGLSGDS. The MHC is DRB1_0701 with pseudo-sequence DRB1_0701. The binding affinity (normalized) is 0.373. (3) The peptide sequence is SAEVEEHRTIRVLEMV. The MHC is DRB1_1101 with pseudo-sequence DRB1_1101. The binding affinity (normalized) is 0. (4) The peptide sequence is GELQIVDKIDAAFKS. The MHC is DRB1_0101 with pseudo-sequence DRB1_0101. The binding affinity (normalized) is 0.502. (5) The peptide sequence is TKPQQGPRTPEKAGQ. The MHC is DRB1_0101 with pseudo-sequence DRB1_0101. The binding affinity (normalized) is 0. (6) The peptide sequence is AFAATANPWASQRF. The MHC is DRB1_1201 with pseudo-sequence DRB1_1201. The binding affinity (normalized) is 0. (7) The peptide sequence is RDSDDWLNKYSYYPE. The MHC is DRB1_0801 with pseudo-sequence DRB1_0801. The binding affinity (normalized) is 0.326. (8) The peptide sequence is EFRVSTTENVVNLSN. The MHC is DRB1_0701 with pseudo-sequence DRB1_0701. The binding affinity (normalized) is 0.659. (9) The peptide sequence is PSINDLDEVISNKFH. The MHC is DRB1_1501 with pseudo-sequence DRB1_1501. The binding affinity (normalized) is 0.392.